From a dataset of Catalyst prediction with 721,799 reactions and 888 catalyst types from USPTO. Predict which catalyst facilitates the given reaction. Reactant: [NH2:1][C@H:2]1[CH2:11][CH2:10][C:9]2[C:8]([S:12]([NH:15][C:16]3[CH:21]=[C:20]([Cl:22])[CH:19]=[CH:18][C:17]=3[O:23][CH3:24])(=[O:14])=[O:13])=[CH:7][CH:6]=[C:5]([O:25][CH3:26])[C:4]=2[CH2:3]1.Br[CH2:28][CH2:29][CH2:30][CH2:31]Br.C(=O)([O-])O.[Na+].[I-].[K+]. Product: [Cl:22][C:20]1[CH:19]=[CH:18][C:17]([O:23][CH3:24])=[C:16]([NH:15][S:12]([C:8]2[C:9]3[CH2:10][CH2:11][C@H:2]([N:1]4[CH2:31][CH2:30][CH2:29][CH2:28]4)[CH2:3][C:4]=3[C:5]([O:25][CH3:26])=[CH:6][CH:7]=2)(=[O:14])=[O:13])[CH:21]=1. The catalyst class is: 451.